This data is from Full USPTO retrosynthesis dataset with 1.9M reactions from patents (1976-2016). The task is: Predict the reactants needed to synthesize the given product. (1) The reactants are: [NH2:1][C:2]1[CH:7]=[CH:6][C:5]([N:8]2[CH2:14][CH2:13][CH2:12][N:11](C(OC(C)(C)C)=O)[CH2:10][CH2:9]2)=[CH:4][C:3]=1[NH:22][S:23]([CH3:26])(=[O:25])=[O:24].[F:27][C:28]1[CH:33]=[CH:32][C:31]([S:34]([Cl:37])(=[O:36])=[O:35])=[CH:30][CH:29]=1. Given the product [ClH:37].[N:8]1([C:5]2[CH:6]=[CH:7][C:2]([NH:1][S:34]([C:31]3[CH:32]=[CH:33][C:28]([F:27])=[CH:29][CH:30]=3)(=[O:36])=[O:35])=[C:3]([NH:22][S:23]([CH3:26])(=[O:24])=[O:25])[CH:4]=2)[CH2:14][CH2:13][CH2:12][NH:11][CH2:10][CH2:9]1, predict the reactants needed to synthesize it. (2) Given the product [NH:8]1[CH2:9][CH2:10][CH:11]([O:14][C:15]2[C:16]([C:21]3[CH:26]=[CH:25][N:24]=[CH:23][CH:22]=3)=[N:17][CH:18]=[CH:19][CH:20]=2)[CH2:12][CH2:13]1, predict the reactants needed to synthesize it. The reactants are: C([N:8]1[CH2:13][CH2:12][CH:11]([O:14][C:15]2[C:16]([C:21]3[CH:26]=[CH:25][N:24]=[CH:23][CH:22]=3)=[N:17][CH:18]=[CH:19][CH:20]=2)[CH2:10][CH2:9]1)C1C=CC=CC=1.C([O-])=O.[NH4+]. (3) The reactants are: [Cl:1][C:2]1[N:7]=[C:6]([C:8]2[S:12][C:11]([C:13]([CH3:16])([CH3:15])[CH3:14])=[N:10][C:9]=2[C:17]2[C:18]([F:33])=[C:19]([NH:23][S:24]([C:27]3[N:28]([CH3:32])[CH:29]=[CH:30][N:31]=3)(=[O:26])=[O:25])[CH:20]=[CH:21][CH:22]=2)[CH:5]=[CH:4][N:3]=1.[OH-].[NH4+:35]. Given the product [ClH:1].[NH2:35][C:2]1[N:7]=[C:6]([C:8]2[S:12][C:11]([C:13]([CH3:16])([CH3:15])[CH3:14])=[N:10][C:9]=2[C:17]2[C:18]([F:33])=[C:19]([NH:23][S:24]([C:27]3[N:28]([CH3:32])[CH:29]=[CH:30][N:31]=3)(=[O:26])=[O:25])[CH:20]=[CH:21][CH:22]=2)[CH:5]=[CH:4][N:3]=1, predict the reactants needed to synthesize it.